This data is from Peptide-MHC class I binding affinity with 185,985 pairs from IEDB/IMGT. The task is: Regression. Given a peptide amino acid sequence and an MHC pseudo amino acid sequence, predict their binding affinity value. This is MHC class I binding data. (1) The peptide sequence is MVISLLSMI. The MHC is HLA-A02:01 with pseudo-sequence HLA-A02:01. The binding affinity (normalized) is 0.534. (2) The peptide sequence is CPLERFAEL. The MHC is HLA-B51:01 with pseudo-sequence HLA-B51:01. The binding affinity (normalized) is 0.831. (3) The peptide sequence is LVQYMDDILIA. The MHC is HLA-B27:05 with pseudo-sequence HLA-B27:05. The binding affinity (normalized) is 0.